From a dataset of NCI-60 drug combinations with 297,098 pairs across 59 cell lines. Regression. Given two drug SMILES strings and cell line genomic features, predict the synergy score measuring deviation from expected non-interaction effect. (1) Drug 2: C1=NC(=NC(=O)N1C2C(C(C(O2)CO)O)O)N. Drug 1: COC1=NC(=NC2=C1N=CN2C3C(C(C(O3)CO)O)O)N. Synergy scores: CSS=8.57, Synergy_ZIP=-1.13, Synergy_Bliss=0.729, Synergy_Loewe=-6.43, Synergy_HSA=-1.68. Cell line: SNB-75. (2) Drug 1: CC1C(C(=O)NC(C(=O)N2CCCC2C(=O)N(CC(=O)N(C(C(=O)O1)C(C)C)C)C)C(C)C)NC(=O)C3=C4C(=C(C=C3)C)OC5=C(C(=O)C(=C(C5=N4)C(=O)NC6C(OC(=O)C(N(C(=O)CN(C(=O)C7CCCN7C(=O)C(NC6=O)C(C)C)C)C)C(C)C)C)N)C. Drug 2: CCC1(C2=C(COC1=O)C(=O)N3CC4=CC5=C(C=CC(=C5CN(C)C)O)N=C4C3=C2)O.Cl. Cell line: LOX IMVI. Synergy scores: CSS=54.7, Synergy_ZIP=-6.05, Synergy_Bliss=-11.0, Synergy_Loewe=-10.1, Synergy_HSA=-6.35. (3) Drug 1: C1C(C(OC1N2C=C(C(=O)NC2=O)F)CO)O. Drug 2: C(CCl)NC(=O)N(CCCl)N=O. Cell line: MALME-3M. Synergy scores: CSS=9.37, Synergy_ZIP=2.04, Synergy_Bliss=3.58, Synergy_Loewe=4.43, Synergy_HSA=5.08. (4) Drug 1: C1C(C(OC1N2C=C(C(=O)NC2=O)F)CO)O. Drug 2: C1CC(=O)NC(=O)C1N2C(=O)C3=CC=CC=C3C2=O. Cell line: SN12C. Synergy scores: CSS=6.05, Synergy_ZIP=-2.84, Synergy_Bliss=0.717, Synergy_Loewe=-10.2, Synergy_HSA=-1.93. (5) Drug 1: CC1=CC=C(C=C1)C2=CC(=NN2C3=CC=C(C=C3)S(=O)(=O)N)C(F)(F)F. Drug 2: CC1CCC2CC(C(=CC=CC=CC(CC(C(=O)C(C(C(=CC(C(=O)CC(OC(=O)C3CCCCN3C(=O)C(=O)C1(O2)O)C(C)CC4CCC(C(C4)OC)OCCO)C)C)O)OC)C)C)C)OC. Cell line: NCI-H522. Synergy scores: CSS=0.729, Synergy_ZIP=-0.803, Synergy_Bliss=0.992, Synergy_Loewe=-3.10, Synergy_HSA=-0.676. (6) Drug 1: C#CCC(CC1=CN=C2C(=N1)C(=NC(=N2)N)N)C3=CC=C(C=C3)C(=O)NC(CCC(=O)O)C(=O)O. Drug 2: CN(CCCl)CCCl.Cl. Cell line: SK-MEL-2. Synergy scores: CSS=-1.49, Synergy_ZIP=-5.64, Synergy_Bliss=-10.4, Synergy_Loewe=-14.1, Synergy_HSA=-10.7. (7) Drug 1: CC1=C(C(=CC=C1)Cl)NC(=O)C2=CN=C(S2)NC3=CC(=NC(=N3)C)N4CCN(CC4)CCO. Drug 2: CC1C(C(CC(O1)OC2CC(CC3=C2C(=C4C(=C3O)C(=O)C5=C(C4=O)C(=CC=C5)OC)O)(C(=O)CO)O)N)O.Cl. Cell line: RXF 393. Synergy scores: CSS=45.4, Synergy_ZIP=-0.591, Synergy_Bliss=4.81, Synergy_Loewe=2.05, Synergy_HSA=7.76. (8) Drug 1: COC1=C(C=C2C(=C1)N=CN=C2NC3=CC(=C(C=C3)F)Cl)OCCCN4CCOCC4. Drug 2: CC1=C2C(C(=O)C3(C(CC4C(C3C(C(C2(C)C)(CC1OC(=O)C(C(C5=CC=CC=C5)NC(=O)OC(C)(C)C)O)O)OC(=O)C6=CC=CC=C6)(CO4)OC(=O)C)O)C)O. Cell line: BT-549. Synergy scores: CSS=60.8, Synergy_ZIP=10.2, Synergy_Bliss=12.0, Synergy_Loewe=7.71, Synergy_HSA=14.7.